Dataset: Forward reaction prediction with 1.9M reactions from USPTO patents (1976-2016). Task: Predict the product of the given reaction. (1) Given the reactants [CH3:1][C:2]1[CH:19]=[CH:18][C:5]([CH2:6][C:7]2[S:11][C:10]([N:12]3[CH2:16][CH2:15][C@H:14]([NH2:17])[CH2:13]3)=[N:9][N:8]=2)=[CH:4][CH:3]=1.CCN(C(C)C)C(C)C.Cl[C:30]1[N:35]=[CH:34][N:33]=[C:32]2[N:36](C3CCCCO3)[N:37]=[CH:38][C:31]=12, predict the reaction product. The product is: [CH3:1][C:2]1[CH:3]=[CH:4][C:5]([CH2:6][C:7]2[S:11][C:10]([N:12]3[CH2:16][CH2:15][C@H:14]([NH:17][C:30]4[N:35]=[CH:34][N:33]=[C:32]5[NH:36][N:37]=[CH:38][C:31]=45)[CH2:13]3)=[N:9][N:8]=2)=[CH:18][CH:19]=1. (2) Given the reactants [OH:1][C:2]1[CH:7]=[CH:6][C:5]([C:8]2[N:9]=[C:10]3[CH:15]=[CH:14][CH:13]=[CH:12][N:11]3[CH:16]=2)=[CH:4][CH:3]=1.C(=O)([O-])[O-].[K+].[K+].Br[CH2:24][CH2:25][CH2:26][F:27].O, predict the reaction product. The product is: [F:27][CH2:26][CH2:25][CH2:24][O:1][C:2]1[CH:3]=[CH:4][C:5]([C:8]2[N:9]=[C:10]3[CH:15]=[CH:14][CH:13]=[CH:12][N:11]3[CH:16]=2)=[CH:6][CH:7]=1. (3) Given the reactants [F:1][C:2]([F:25])([F:24])[CH2:3][N:4]1[C:8]([C:9]2[N:18]=[C:17]3[N:11]([CH2:12][CH2:13][O:14][C:15]4[CH:22]=[C:21]([OH:23])[CH:20]=[CH:19][C:16]=43)[CH:10]=2)=[N:7][CH:6]=[N:5]1.[CH3:26][O:27][C:28](=[O:40])[C@H:29](O)[CH2:30][O:31][Si:32]([C:35]([CH3:38])([CH3:37])[CH3:36])([CH3:34])[CH3:33].CO, predict the reaction product. The product is: [CH3:26][O:27][C:28](=[O:40])[C@@H:29]([O:23][C:21]1[CH:20]=[CH:19][C:16]2[C:17]3[N:11]([CH2:12][CH2:13][O:14][C:15]=2[CH:22]=1)[CH:10]=[C:9]([C:8]1[N:4]([CH2:3][C:2]([F:24])([F:1])[F:25])[N:5]=[CH:6][N:7]=1)[N:18]=3)[CH2:30][O:31][Si:32]([C:35]([CH3:37])([CH3:36])[CH3:38])([CH3:34])[CH3:33]. (4) Given the reactants [CH2:1]([C:5]1[C:9]([CH2:10][O:11][C:12]2[CH:20]=[CH:19][C:15]([C:16]([OH:18])=O)=[CH:14][N:13]=2)=[C:8]([CH3:21])[O:7][N:6]=1)[CH2:2][CH2:3][CH3:4].[CH3:22][N:23]1[CH:27]=[CH:26][C:25]([NH2:28])=[N:24]1, predict the reaction product. The product is: [CH2:1]([C:5]1[C:9]([CH2:10][O:11][C:12]2[CH:20]=[CH:19][C:15]([C:16]([NH:28][C:25]3[CH:26]=[CH:27][N:23]([CH3:22])[N:24]=3)=[O:18])=[CH:14][N:13]=2)=[C:8]([CH3:21])[O:7][N:6]=1)[CH2:2][CH2:3][CH3:4]. (5) Given the reactants [C:1]([O:5][C:6]([N:8]1[CH2:13][CH2:12][N:11]2[C:14]([C:20]3[CH:25]=[CH:24][CH:23]=[CH:22][CH:21]=3)=[N:15][C:16]([C:17]([OH:19])=O)=[C:10]2[CH2:9]1)=[O:7])([CH3:4])([CH3:3])[CH3:2].[NH2:26][C@@H:27]([C:32]([CH3:35])([CH3:34])[CH3:33])[C:28]([O:30][CH3:31])=[O:29].CCN(C(C)C)C(C)C.CN(C(ON1N=NC2C=CC=CC1=2)=[N+](C)C)C.[B-](F)(F)(F)F, predict the reaction product. The product is: [CH3:31][O:30][C:28](=[O:29])[C@@H:27]([NH:26][C:17]([C:16]1[N:15]=[C:14]([C:20]2[CH:25]=[CH:24][CH:23]=[CH:22][CH:21]=2)[N:11]2[CH2:12][CH2:13][N:8]([C:6]([O:5][C:1]([CH3:4])([CH3:3])[CH3:2])=[O:7])[CH2:9][C:10]=12)=[O:19])[C:32]([CH3:35])([CH3:34])[CH3:33]. (6) Given the reactants [CH3:1][N:2]1[C:10]2[C:5](=[N:6][CH:7]=[CH:8][CH:9]=2)[NH:4][C:3]1=[O:11].[N:12]([CH2:15][CH2:16][CH2:17][CH2:18][CH2:19][CH3:20])=[C:13]=[O:14], predict the reaction product. The product is: [CH2:15]([NH:12][C:13]([N:4]1[C:5]2=[N:6][CH:7]=[CH:8][CH:9]=[C:10]2[N:2]([CH3:1])[C:3]1=[O:11])=[O:14])[CH2:16][CH2:17][CH2:18][CH2:19][CH3:20]. (7) Given the reactants [CH2:1]([O:3][C:4]([C:6]1[C:7]([CH:19]([CH3:21])[CH3:20])=[C:8]2[N:13]([CH:14]=1)[CH:12]=[C:11]([CH2:15][N:16]=[N+:17]=[N-:18])[CH:10]=[CH:9]2)=[O:5])[CH3:2].[F:22][C:23]([F:31])([F:30])[C:24]([OH:29])([CH2:27][CH3:28])[C:25]#[CH:26], predict the reaction product. The product is: [CH2:1]([O:3][C:4]([C:6]1[C:7]([CH:19]([CH3:20])[CH3:21])=[C:8]2[N:13]([CH:14]=1)[CH:12]=[C:11]([CH2:15][N:16]1[CH:26]=[C:25]([C:24]([OH:29])([C:23]([F:31])([F:30])[F:22])[CH2:27][CH3:28])[N:18]=[N:17]1)[CH:10]=[CH:9]2)=[O:5])[CH3:2].